From a dataset of Full USPTO retrosynthesis dataset with 1.9M reactions from patents (1976-2016). Predict the reactants needed to synthesize the given product. (1) Given the product [Cl:17][C:14]1[CH:15]=[CH:16][C:11]([C:8]2[CH:9]=[C:10]3[C:2]([NH:1][C:32](=[O:34])[CH3:33])=[C:3]([C:26](=[O:31])[C:27]([CH3:28])([CH3:30])[CH3:29])[O:4][C:5]3=[N:6][C:7]=2[C:18]2[CH:23]=[CH:22][C:21]([Cl:24])=[CH:20][C:19]=2[Cl:25])=[CH:12][CH:13]=1, predict the reactants needed to synthesize it. The reactants are: [NH2:1][C:2]1[C:10]2[C:5](=[N:6][C:7]([C:18]3[CH:23]=[CH:22][C:21]([Cl:24])=[CH:20][C:19]=3[Cl:25])=[C:8]([C:11]3[CH:16]=[CH:15][C:14]([Cl:17])=[CH:13][CH:12]=3)[CH:9]=2)[O:4][C:3]=1[C:26](=[O:31])[C:27]([CH3:30])([CH3:29])[CH3:28].[C:32](Cl)(=[O:34])[CH3:33].C(N(CC)CC)C. (2) Given the product [CH:33]1([CH2:36][NH:37][C:28]([C:23]2[CH:24]=[N:25][C:26]3[C:21]([CH:22]=2)=[CH:20][CH:19]=[C:18]([NH:17][C:15]([C:10]2[C:9]([C:6]4[CH:7]=[CH:8][C:3]([C:2]([F:1])([F:32])[F:31])=[CH:4][CH:5]=4)=[CH:14][CH:13]=[CH:12][CH:11]=2)=[O:16])[CH:27]=3)=[O:30])[CH2:35][CH2:34]1, predict the reactants needed to synthesize it. The reactants are: [F:1][C:2]([F:32])([F:31])[C:3]1[CH:8]=[CH:7][C:6]([C:9]2[C:10]([C:15]([NH:17][C:18]3[CH:27]=[C:26]4[C:21]([CH:22]=[C:23]([C:28]([OH:30])=O)[CH:24]=[N:25]4)=[CH:20][CH:19]=3)=[O:16])=[CH:11][CH:12]=[CH:13][CH:14]=2)=[CH:5][CH:4]=1.[CH:33]1([CH2:36][NH2:37])[CH2:35][CH2:34]1.Cl.CN(C)CCCN=C=NCC.ON1C2C=CC=CC=2N=N1.C(N(CC)CC)C. (3) Given the product [C:1]([O:5][C:6](=[O:13])[NH:7][C:8]([CH3:12])([CH3:11])[CH:9]=[O:10])([CH3:4])([CH3:2])[CH3:3], predict the reactants needed to synthesize it. The reactants are: [C:1]([O:5][C:6](=[O:13])[NH:7][C:8]([CH3:12])([CH3:11])[CH2:9][OH:10])([CH3:4])([CH3:3])[CH3:2].CC(OI1(OC(C)=O)(OC(C)=O)OC(=O)C2C1=CC=CC=2)=O.[O-]S([O-])(=S)=O.[Na+].[Na+].